Task: Predict the reactants needed to synthesize the given product.. Dataset: Full USPTO retrosynthesis dataset with 1.9M reactions from patents (1976-2016) Given the product [CH3:17][C:16]1[N:18]=[C:19]([CH:20]([C:22]2[CH:27]=[CH:26][CH:25]=[CH:24][CH:23]=2)[CH3:21])[N:12]2[C:13]=1[CH:14]=[N:15][C:10]([NH:9][C:6]1[CH:7]=[CH:8][C:3]([O:2][CH3:1])=[CH:4][CH:5]=1)=[N:11]2, predict the reactants needed to synthesize it. The reactants are: [CH3:1][O:2][C:3]1[CH:8]=[CH:7][C:6]([NH:9][C:10]2[N:11]=[N:12][C:13]([CH:16]([NH:18][C:19](=O)[CH:20]([C:22]3[CH:27]=[CH:26][CH:25]=[CH:24][CH:23]=3)[CH3:21])[CH3:17])=[CH:14][N:15]=2)=[CH:5][CH:4]=1.N1C=NC=N1.P(Cl)(Cl)(Cl)=O.